This data is from Reaction yield outcomes from USPTO patents with 853,638 reactions. The task is: Predict the reaction yield, written as a fraction of the theoretical maximum amount of product (1.0 means a 100% yield; for example, 0.34 means a 34% yield). (1) The reactants are [Cl:1][C:2]1[CH:3]=[CH:4][C:5]2[N:6]([C:8]([C:11]([C:13]3[CH:14]=[C:15]4[C:20](=[CH:21][C:22]=3[F:23])[N:19]=[CH:18][CH:17]=[CH:16]4)=[O:12])=[CH:9][N:10]=2)[N:7]=1.[CH3:24][Mg]I. The catalyst is C1COCC1. The product is [Cl:1][C:2]1[CH:3]=[CH:4][C:5]2[N:6]([C:8]([C:11]([C:13]3[CH:14]=[C:15]4[C:20](=[CH:21][C:22]=3[F:23])[N:19]=[CH:18][CH:17]=[CH:16]4)([OH:12])[CH3:24])=[CH:9][N:10]=2)[N:7]=1. The yield is 0.950. (2) The reactants are C1(P(C2C=CC=CC=2)C2C=CC=CC=2)C=CC=CC=1.N1C=CN=C1.[I:25]I.[CH:27]1([CH2:34]O)[CH2:33][CH2:32][CH2:31][CH2:30][CH2:29][CH2:28]1. The catalyst is C(Cl)Cl. The product is [CH:27]1([CH2:34][I:25])[CH2:33][CH2:32][CH2:31][CH2:30][CH2:29][CH2:28]1. The yield is 0.930.